From a dataset of NCI-60 drug combinations with 297,098 pairs across 59 cell lines. Regression. Given two drug SMILES strings and cell line genomic features, predict the synergy score measuring deviation from expected non-interaction effect. (1) Drug 1: COC1=C2C(=CC3=C1OC=C3)C=CC(=O)O2. Drug 2: CC(C)CN1C=NC2=C1C3=CC=CC=C3N=C2N. Cell line: MDA-MB-231. Synergy scores: CSS=2.36, Synergy_ZIP=-1.31, Synergy_Bliss=-0.889, Synergy_Loewe=-1.07, Synergy_HSA=-1.10. (2) Drug 1: C1=CC(=C2C(=C1NCCNCCO)C(=O)C3=C(C=CC(=C3C2=O)O)O)NCCNCCO. Drug 2: CC12CCC3C(C1CCC2O)C(CC4=C3C=CC(=C4)O)CCCCCCCCCS(=O)CCCC(C(F)(F)F)(F)F. Cell line: A498. Synergy scores: CSS=30.8, Synergy_ZIP=0.517, Synergy_Bliss=0.415, Synergy_Loewe=-15.7, Synergy_HSA=1.49. (3) Drug 1: C1CC(C1)(C(=O)O)C(=O)O.[NH2-].[NH2-].[Pt+2]. Drug 2: C1=CN(C=N1)CC(O)(P(=O)(O)O)P(=O)(O)O. Cell line: OVCAR-4. Synergy scores: CSS=0.0365, Synergy_ZIP=-0.177, Synergy_Bliss=0.0444, Synergy_Loewe=-0.689, Synergy_HSA=0.168. (4) Drug 1: CN1CCC(CC1)COC2=C(C=C3C(=C2)N=CN=C3NC4=C(C=C(C=C4)Br)F)OC. Drug 2: C1=CC(=CC=C1CCCC(=O)O)N(CCCl)CCCl. Cell line: SF-539. Synergy scores: CSS=22.2, Synergy_ZIP=-3.07, Synergy_Bliss=-4.50, Synergy_Loewe=-5.95, Synergy_HSA=-3.26. (5) Drug 1: C(CC(=O)O)C(=O)CN.Cl. Drug 2: B(C(CC(C)C)NC(=O)C(CC1=CC=CC=C1)NC(=O)C2=NC=CN=C2)(O)O. Cell line: EKVX. Synergy scores: CSS=23.8, Synergy_ZIP=1.74, Synergy_Bliss=2.53, Synergy_Loewe=-32.3, Synergy_HSA=-2.39. (6) Drug 1: CN1C(=O)N2C=NC(=C2N=N1)C(=O)N. Drug 2: C1CC(=O)NC(=O)C1N2C(=O)C3=CC=CC=C3C2=O. Cell line: HOP-62. Synergy scores: CSS=-3.84, Synergy_ZIP=3.48, Synergy_Bliss=-0.818, Synergy_Loewe=-2.45, Synergy_HSA=-5.91. (7) Drug 1: CC12CCC3C(C1CCC2=O)CC(=C)C4=CC(=O)C=CC34C. Drug 2: CC(C1=C(C=CC(=C1Cl)F)Cl)OC2=C(N=CC(=C2)C3=CN(N=C3)C4CCNCC4)N. Cell line: MDA-MB-231. Synergy scores: CSS=32.6, Synergy_ZIP=-1.58, Synergy_Bliss=-1.65, Synergy_Loewe=-6.05, Synergy_HSA=-1.37.